The task is: Predict the product of the given reaction.. This data is from Forward reaction prediction with 1.9M reactions from USPTO patents (1976-2016). (1) Given the reactants [CH:1]1[CH:2]=[CH:3][C:4]2[C:5](=[CH:7][CH:8]=[CH:9][C:10]=2[OH:11])[CH:6]=1.CS[C:14]1[CH:19]=CC=C[C:15]=1SC, predict the reaction product. The product is: [C:10]([C:4]1[CH:5]=[CH:6][CH:1]=[CH:2][CH:3]=1)(=[O:11])[C:9]1[CH:8]=[CH:7][CH:19]=[CH:14][CH:15]=1. (2) Given the reactants [C:1]([C:3]1[CH:18]=[CH:17][C:6]([CH:7]=[C:8]([C:14](=O)[CH3:15])[C:9]([O:11][CH2:12][CH3:13])=[O:10])=[CH:5][CH:4]=1)#[N:2].[CH3:19][O:20][C:21]1[NH:25][N:24]=[C:23]([NH2:26])[N:22]=1.C(=O)(O)[O-].[Na+], predict the reaction product. The product is: [C:1]([C:3]1[CH:18]=[CH:17][C:6]([CH:7]2[N:24]3[N:25]=[C:21]([O:20][CH3:19])[N:22]=[C:23]3[NH:26][C:14]([CH3:15])=[C:8]2[C:9]([O:11][CH2:12][CH3:13])=[O:10])=[CH:5][CH:4]=1)#[N:2]. (3) Given the reactants [NH2:1][C:2]1[N:7]([CH3:8])[C:6](=[O:9])[CH:5]=[C:4](Cl)[N:3]=1.O.[NH2:12][NH2:13], predict the reaction product. The product is: [NH2:1][C:2]1[N:7]([CH3:8])[C:6](=[O:9])[CH:5]=[C:4]([NH:12][NH2:13])[N:3]=1. (4) Given the reactants [CH2:1]([N:8]1[N:17]=[C:16](Cl)[C:15]2[C:10](=[CH:11][CH:12]=[CH:13][CH:14]=2)[C:9]1=[O:19])[C:2]1[CH:7]=[CH:6][CH:5]=[CH:4][CH:3]=1.[CH3:20][C:21]1[C:25](B2OC(C)(C)C(C)(C)O2)=[C:24]([CH3:35])[O:23][N:22]=1.C([O-])([O-])=O.[Na+].[Na+], predict the reaction product. The product is: [CH2:1]([N:8]1[N:17]=[C:16]([C:25]2[C:21]([CH3:20])=[N:22][O:23][C:24]=2[CH3:35])[C:15]2[C:10](=[CH:11][CH:12]=[CH:13][CH:14]=2)[C:9]1=[O:19])[C:2]1[CH:7]=[CH:6][CH:5]=[CH:4][CH:3]=1. (5) Given the reactants [H-].[Na+].[O:3]1[C:8]2[CH:9]=[CH:10][C:11](CC3C=C([C@H]4[C@H](O)[C@@H](O)[C@H](O)[C@@H](COC(C5C=CC=CC=5)(C5C=CC=CC=5)C5C=CC=CC=5)O4)C=CC=3CC)=[CH:12][C:7]=2[O:6][CH2:5][CH2:4]1.C(Br)C1C=CC=CC=1, predict the reaction product. The product is: [O:3]1[C:8]2[CH:9]=[CH:10][CH:11]=[CH:12][C:7]=2[O:6][CH2:5][CH2:4]1. (6) The product is: [F:33][C:32]([F:35])([F:34])[C:30]([N:17]1[CH2:16][CH2:15][C:13]2[C:14]3[C:6]([OH:20])([C:2]4[S:1][CH:5]=[CH:4][N:3]=4)[CH2:7][CH2:8][C:9]=3[CH:10]=[CH:11][C:12]=2[CH2:19][CH2:18]1)=[O:31]. Given the reactants [S:1]1[CH:5]=[CH:4][N:3]=[C:2]1[C:6]1([OH:20])[C:14]2[C:13]3[CH2:15][CH2:16][NH:17][CH2:18][CH2:19][C:12]=3[CH:11]=[CH:10][C:9]=2[CH2:8][CH2:7]1.CCN(C(C)C)C(C)C.[C:30](O[C:30]([C:32]([F:35])([F:34])[F:33])=[O:31])([C:32]([F:35])([F:34])[F:33])=[O:31], predict the reaction product. (7) Given the reactants [CH3:1][C:2]1[N:7]=[CH:6][C:5]([CH2:8]O)=[CH:4][N:3]=1.S(Cl)([Cl:12])=O, predict the reaction product. The product is: [Cl:12][CH2:8][C:5]1[CH:4]=[N:3][C:2]([CH3:1])=[N:7][CH:6]=1. (8) Given the reactants [OH:1][C:2]1[CH:7]=[CH:6][C:5]([C:8]([C:26]2[CH:31]=[CH:30][C:29]([OH:32])=[CH:28][CH:27]=2)=[C:9]([C:13]2[CH:18]=[CH:17][C:16]([O:19][CH2:20][C:21]([O:23]CC)=[O:22])=[CH:15][CH:14]=2)[CH2:10][CH2:11][CH3:12])=[CH:4][CH:3]=1.[OH-].[Na+].C1COCC1, predict the reaction product. The product is: [OH:32][C:29]1[CH:28]=[CH:27][C:26]([C:8]([C:5]2[CH:4]=[CH:3][C:2]([OH:1])=[CH:7][CH:6]=2)=[C:9]([C:13]2[CH:18]=[CH:17][C:16]([O:19][CH2:20][C:21]([OH:23])=[O:22])=[CH:15][CH:14]=2)[CH2:10][CH2:11][CH3:12])=[CH:31][CH:30]=1. (9) Given the reactants [OH:1][CH2:2][C:3]1[CH:12]=[CH:11][CH:10]=[C:9]2[C:4]=1[C:5](=[O:25])[N:6]([C:14]1[CH:15]=[C:16]([CH:22]=[CH:23][CH:24]=1)[C:17]([O:19]CC)=[O:18])[C:7](=[O:13])[NH:8]2.[OH-].[Na+].Cl, predict the reaction product. The product is: [OH:1][CH2:2][C:3]1[CH:12]=[CH:11][CH:10]=[C:9]2[C:4]=1[C:5](=[O:25])[N:6]([C:14]1[CH:15]=[C:16]([CH:22]=[CH:23][CH:24]=1)[C:17]([OH:19])=[O:18])[C:7](=[O:13])[NH:8]2. (10) Given the reactants [C:1]([C:9]1[CH:10]=[N:11][C:12]2[C:17]([C:18]=1[C:19]1[CH:20]=[C:21]([NH:25][C:26]([NH:28][C:29]3[CH:39]=[CH:38][C:32]([C:33]([O:35]CC)=[O:34])=[CH:31][CH:30]=3)=[O:27])[CH:22]=[CH:23][CH:24]=1)=[CH:16][CH:15]=[CH:14][C:13]=2[C:40]([F:43])([F:42])[F:41])(=[O:8])[C:2]1[CH:7]=[CH:6][CH:5]=[CH:4][CH:3]=1.[Li+].[OH-], predict the reaction product. The product is: [C:1]([C:9]1[CH:10]=[N:11][C:12]2[C:17]([C:18]=1[C:19]1[CH:20]=[C:21]([NH:25][C:26]([NH:28][C:29]3[CH:30]=[CH:31][C:32]([C:33]([OH:35])=[O:34])=[CH:38][CH:39]=3)=[O:27])[CH:22]=[CH:23][CH:24]=1)=[CH:16][CH:15]=[CH:14][C:13]=2[C:40]([F:43])([F:41])[F:42])(=[O:8])[C:2]1[CH:7]=[CH:6][CH:5]=[CH:4][CH:3]=1.